From a dataset of Catalyst prediction with 721,799 reactions and 888 catalyst types from USPTO. Predict which catalyst facilitates the given reaction. (1) Reactant: [Cl:1][C:2]1[C:7]([C:8]([F:11])([F:10])[F:9])=[CH:6][CH:5]=[CH:4][N:3]=1.[C:12]([C:16]1[CH:21]=[CH:20][C:19]([NH:22][C:23]2[C:24]3[CH2:32][CH2:31][NH:30][CH2:29][C:25]=3[N:26]=[CH:27][N:28]=2)=[CH:18][CH:17]=1)([CH3:15])([CH3:14])[CH3:13].C(=O)([O-])[O-].[K+].[K+]. Product: [ClH:1].[C:12]([C:16]1[CH:21]=[CH:20][C:19]([NH:22][C:23]2[C:24]3[CH2:32][CH2:31][N:30]([C:2]4[C:7]([C:8]([F:11])([F:10])[F:9])=[CH:6][CH:5]=[CH:4][N:3]=4)[CH2:29][C:25]=3[N:26]=[CH:27][N:28]=2)=[CH:18][CH:17]=1)([CH3:15])([CH3:13])[CH3:14]. The catalyst class is: 3. (2) Reactant: [N+:1]([C:4]1[CH:5]=[C:6]2[C:10](=[CH:11][CH:12]=1)[C:9](=[O:13])[N:8]([CH2:14][C:15]([O:17][CH2:18][C:19]1[CH:24]=[CH:23][CH:22]=[CH:21][CH:20]=1)=[O:16])[C:7]2=[O:25])([O-])=O.[Cl-].[NH4+]. Product: [NH2:1][C:4]1[CH:5]=[C:6]2[C:10](=[CH:11][CH:12]=1)[C:9](=[O:13])[N:8]([CH2:14][C:15]([O:17][CH2:18][C:19]1[CH:20]=[CH:21][CH:22]=[CH:23][CH:24]=1)=[O:16])[C:7]2=[O:25]. The catalyst class is: 190. (3) Reactant: Cl.Cl[CH2:3][CH2:4][N:5]1[CH2:11][CH2:10][CH2:9][CH2:8][CH2:7][CH2:6]1.C(N(CC)CC)C.[CH3:19][CH:20]1[C:25]([CH3:37])([C:26]2[CH:31]=[CH:30][CH:29]=[C:28]([C:32]3[N:33]=[N:34][NH:35][CH:36]=3)[CH:27]=2)[CH2:24][CH2:23][NH:22][CH2:21]1.[I-].[Na+].C(=O)([O-])O.[Na+]. Product: [N:5]1([CH2:4][CH2:3][N:22]2[CH2:23][CH2:24][C:25]([CH3:37])([C:26]3[CH:31]=[CH:30][CH:29]=[C:28]([C:32]4[N:33]=[N:34][NH:35][CH:36]=4)[CH:27]=3)[CH:20]([CH3:19])[CH2:21]2)[CH2:11][CH2:10][CH2:9][CH2:8][CH2:7][CH2:6]1. The catalyst class is: 9.